This data is from Catalyst prediction with 721,799 reactions and 888 catalyst types from USPTO. The task is: Predict which catalyst facilitates the given reaction. (1) Reactant: C[O:2][C:3](=O)[C:4]1[CH:9]=[CH:8][C:7]([CH2:10][N:11]2[CH:16]([C:17]3[C:22]([CH3:23])=[CH:21][CH:20]=[CH:19][N:18]=3)[CH2:15][CH2:14][CH2:13][CH:12]2[C:24]2[C:29]([CH3:30])=[CH:28][CH:27]=[CH:26][N:25]=2)=[C:6]([NH2:31])[CH:5]=1.[Li+].[BH4-]. Product: [NH2:31][C:6]1[CH:5]=[C:4]([CH2:3][OH:2])[CH:9]=[CH:8][C:7]=1[CH2:10][N:11]1[CH:12]([C:24]2[C:29]([CH3:30])=[CH:28][CH:27]=[CH:26][N:25]=2)[CH2:13][CH2:14][CH2:15][CH:16]1[C:17]1[C:22]([CH3:23])=[CH:21][CH:20]=[CH:19][N:18]=1. The catalyst class is: 464. (2) Reactant: [CH2:1]([NH:8][CH2:9][C:10]1[CH:15]=[CH:14][CH:13]=[CH:12][CH:11]=1)[C:2]1[CH:7]=[CH:6][CH:5]=[CH:4][CH:3]=1.ClCCl.[Cl:19][C:20]1[C:25]([N+:26]([O-:28])=[O:27])=[C:24](Cl)[N:23]=[CH:22][N:21]=1.C(N(CC)CC)C. The catalyst class is: 6. Product: [CH2:9]([N:8]([CH2:1][C:2]1[CH:7]=[CH:6][CH:5]=[CH:4][CH:3]=1)[C:24]1[C:25]([N+:26]([O-:28])=[O:27])=[C:20]([Cl:19])[N:21]=[CH:22][N:23]=1)[C:10]1[CH:15]=[CH:14][CH:13]=[CH:12][CH:11]=1.